The task is: Predict the reaction yield, written as a fraction of the theoretical maximum amount of product (1.0 means a 100% yield; for example, 0.34 means a 34% yield).. This data is from Reaction yield outcomes from USPTO patents with 853,638 reactions. (1) The reactants are [CH3:1][C@H:2]([C:15]([OH:17])=[O:16])[C:3]1[CH:4]=[CH:5][C:6]2[CH:7]=[C:8]([O:13]C)[CH:9]=[CH:10][C:11]=2[CH:12]=1. The catalyst is Br. The product is [OH:13][C:8]1[CH:7]=[C:6]2[C:11](=[CH:10][CH:9]=1)[CH:12]=[C:3]([CH:2]([CH3:1])[C:15]([OH:17])=[O:16])[CH:4]=[CH:5]2. The yield is 0.810. (2) The reactants are Cl[C:2]1[CH:7]=[C:6]([C:8]2[CH:13]=[CH:12][C:11]([Cl:14])=[C:10]([Cl:15])[CH:9]=2)[N:5]=[CH:4][N:3]=1.[NH:16]1[CH2:23][CH2:22][CH2:21][C@@H:17]1[C:18]([OH:20])=[O:19].C(=O)([O-])[O-].[K+].[K+].Cl. The catalyst is CC(N(C)C)=O.C(OCC)(=O)C.[Cu]I. The product is [Cl:15][C:10]1[CH:9]=[C:8]([C:6]2[N:5]=[CH:4][N:3]=[C:2]([N:16]3[CH2:23][CH2:22][CH2:21][C@@H:17]3[C:18]([OH:20])=[O:19])[CH:7]=2)[CH:13]=[CH:12][C:11]=1[Cl:14]. The yield is 0.430.